From a dataset of Forward reaction prediction with 1.9M reactions from USPTO patents (1976-2016). Predict the product of the given reaction. (1) Given the reactants [Cl:1][C:2]1[N:7]=[N:6][C:5]([N:8]=[CH:9]N(C)C)=[C:4]([CH3:13])[CH:3]=1.[Cl:14][C:15]1[CH:16]=[CH:17][C:18]([N:22]=[CH:23]N(C)C)(C)[NH:19][N:20]=1.[CH2:27]([O:29][C:30](=[O:33])[CH2:31]Br)[CH3:28].[CH:34](N(CC)C(C)C)(C)C, predict the reaction product. The product is: [CH2:27]([O:29][C:30]([C:31]1[N:6]2[N:7]=[C:2]([Cl:1])[CH:3]=[C:4]([CH3:13])[C:5]2=[N:8][CH:9]=1)=[O:33])[CH3:28].[CH2:27]([O:29][C:30]([C:31]1[N:19]2[N:20]=[C:15]([Cl:14])[C:16]([CH3:34])=[CH:17][C:18]2=[N:22][CH:23]=1)=[O:33])[CH3:28]. (2) Given the reactants [NH2:1][N:2]1[C:6]2[N:7]=[C:8]([CH:16]3[CH2:18][CH2:17]3)[CH:9]=[C:10]([C:11]([O:13]CC)=[O:12])[C:5]=2[CH:4]=[N:3]1.[OH-].[Na+], predict the reaction product. The product is: [NH2:1][N:2]1[C:6]2[N:7]=[C:8]([CH:16]3[CH2:17][CH2:18]3)[CH:9]=[C:10]([C:11]([OH:13])=[O:12])[C:5]=2[CH:4]=[N:3]1. (3) Given the reactants [H-].[Na+].[Br:3][C:4]1[CH:12]=[C:11]2[C:7]([CH:8]=[N:9][NH:10]2)=[CH:6][CH:5]=1.Cl[CH:14]([F:16])[F:15], predict the reaction product. The product is: [Br:3][C:4]1[CH:5]=[CH:6][C:7]2[C:11]([CH:12]=1)=[N:10][N:9]([CH:14]([F:16])[F:15])[CH:8]=2. (4) Given the reactants [Br:1][C:2]1[C:3]([CH3:14])=[N:4][N:5]([C:7]2[CH:12]=[CH:11][C:10](N)=[CH:9][CH:8]=2)[CH:6]=1.[CH2:15]=O.[C:17]([BH3-])#[N:18].[Na+].[OH-].[Na+], predict the reaction product. The product is: [Br:1][C:2]1[C:3]([CH3:14])=[N:4][N:5]([C:7]2[CH:12]=[CH:11][C:10]([N:18]([CH3:17])[CH3:15])=[CH:9][CH:8]=2)[CH:6]=1. (5) Given the reactants C([O-])([O-])=O.[K+].[K+].[CH2:7]([O:9][C:10](=[O:35])[CH2:11][C:12]1[CH:17]=[CH:16][CH:15]=[C:14]([NH:18][C:19]([C:21]2[C:22]([C:27]3[C:32](F)=[CH:31][CH:30]=[CH:29][C:28]=3[Cl:34])=[N:23][O:24][C:25]=2[CH3:26])=[O:20])[N:13]=1)[CH3:8], predict the reaction product. The product is: [CH2:7]([O:9][C:10](=[O:35])[CH2:11][C:12]1[CH:17]=[CH:16][CH:15]=[C:14]([N:18]2[C:32]3[CH:31]=[CH:30][CH:29]=[C:28]([Cl:34])[C:27]=3[C:22]3=[N:23][O:24][C:25]([CH3:26])=[C:21]3[C:19]2=[O:20])[N:13]=1)[CH3:8]. (6) Given the reactants C([O:14][C:15]([C:17]1([O:20]/[N:21]=[C:22](/[C:56]2[N:57]=[C:58]([NH:61]C(OC(C)(C)C)=O)[S:59][CH:60]=2)\[C:23]([NH:25][C@@H:26]2[C:29](=[O:30])[N:28]([S:31]([OH:34])(=[O:33])=[O:32])[C@@H:27]2[CH2:35][N:36]2[N:40]=[C:39]([CH2:41][NH:42][C:43](=[O:55])[CH2:44][CH2:45][CH2:46][NH:47]C(OC(C)(C)C)=O)[CH:38]=[N:37]2)=[O:24])[CH2:19][CH2:18]1)=[O:16])(C1C=CC=CC=1)C1C=CC=CC=1.C(O)(C(F)(F)F)=O, predict the reaction product. The product is: [NH2:47][CH2:46][CH2:45][CH2:44][C:43]([NH:42][CH2:41][C:39]1[CH:38]=[N:37][N:36]([CH2:35][C@@H:27]2[C@H:26]([NH:25][C:23](=[O:24])/[C:22](=[N:21]\[O:20][C:17]3([C:15]([OH:16])=[O:14])[CH2:19][CH2:18]3)/[C:56]3[N:57]=[C:58]([NH2:61])[S:59][CH:60]=3)[C:29](=[O:30])[N:28]2[S:31]([OH:34])(=[O:32])=[O:33])[N:40]=1)=[O:55].